From a dataset of Reaction yield outcomes from USPTO patents with 853,638 reactions. Predict the reaction yield, written as a fraction of the theoretical maximum amount of product (1.0 means a 100% yield; for example, 0.34 means a 34% yield). (1) The reactants are [N:1]1([C:7]2[CH:15]=[CH:14][C:10]([C:11]([OH:13])=[O:12])=[CH:9][CH:8]=2)[CH2:6][CH2:5][NH:4][CH2:3][CH2:2]1.C(N(CC)CC)C.[CH:23]1([C:26](Cl)=[O:27])[CH2:25][CH2:24]1. The catalyst is ClCCl. The yield is 0.510. The product is [CH:23]1([C:26]([N:4]2[CH2:3][CH2:2][N:1]([C:7]3[CH:8]=[CH:9][C:10]([C:11]([OH:13])=[O:12])=[CH:14][CH:15]=3)[CH2:6][CH2:5]2)=[O:27])[CH2:25][CH2:24]1. (2) The reactants are [C:1]([O:5][C:6]([N:8]1[CH2:13][CH2:12][C:11]([CH2:21][C:22]2[CH:27]=[CH:26][C:25]([Cl:28])=[CH:24][CH:23]=2)([NH:14][S:15]([C:17]([CH3:20])([CH3:19])[CH3:18])=[O:16])[CH2:10][CH2:9]1)=[O:7])([CH3:4])([CH3:3])[CH3:2].[H-].[Na+].[CH3:31]I.O. The catalyst is CN(C=O)C. The product is [C:1]([O:5][C:6]([N:8]1[CH2:13][CH2:12][C:11]([CH2:21][C:22]2[CH:27]=[CH:26][C:25]([Cl:28])=[CH:24][CH:23]=2)([N:14]([CH3:31])[S:15]([C:17]([CH3:20])([CH3:18])[CH3:19])=[O:16])[CH2:10][CH2:9]1)=[O:7])([CH3:2])([CH3:3])[CH3:4]. The yield is 0.770. (3) The product is [CH3:13][C:60]1[C:64]([CH3:65])=[CH:63][S:62][C:61]=1[C:66]([O:68][CH3:69])=[O:67]. The reactants are CB(O)O.P([O-])([O-])([O-])=O.[K+].[K+].[K+].[CH:13]1C=CC(P(C2C(C3C(P(C4C=CC=CC=4)C4C=CC=CC=4)=CC=C4C=3C=CC=C4)=C3C(C=CC=C3)=CC=2)C2C=CC=CC=2)=CC=1.Br[C:60]1[C:64]([CH3:65])=[CH:63][S:62][C:61]=1[C:66]([O:68][CH3:69])=[O:67]. The yield is 0.730. The catalyst is C(OCC)(=O)C.C([O-])(=O)C.[Pd+2].C([O-])(=O)C.C1(C)C=CC=CC=1. (4) The reactants are [OH:1][CH2:2][CH2:3][N:4]1[C:8]2[CH:9]=[CH:10][CH:11]=[CH:12][C:7]=2[N:6]=[C:5]1[CH2:13][N:14]1[C:18]2[CH:19]=[CH:20][CH:21]=[CH:22][C:17]=2[N:16]=[N:15]1.C(N(C(C)C)CC)(C)C.[CH3:32][S:33](Cl)(=[O:35])=[O:34]. The catalyst is C(Cl)Cl. The product is [CH3:32][S:33]([O:1][CH2:2][CH2:3][N:4]1[C:8]2[CH:9]=[CH:10][CH:11]=[CH:12][C:7]=2[N:6]=[C:5]1[CH2:13][N:14]1[C:18]2[CH:19]=[CH:20][CH:21]=[CH:22][C:17]=2[N:16]=[N:15]1)(=[O:35])=[O:34]. The yield is 0.580. (5) The reactants are [CH2:1]([N:3]1[C:15]2[CH:14]=[CH:13][C:12]([C:16](=O)C)=[CH:11][C:10]=2[C:9]2[C:4]1=[CH:5][CH:6]=[CH:7][CH:8]=2)[CH3:2].[NH:19]1[CH2:24][CH2:23][CH:22]([C:25]2[CH:26]=[C:27]([N:31]3[CH2:35][CH2:34][CH2:33][C:32]3=[O:36])[CH:28]=[CH:29][CH:30]=2)[CH2:21][CH2:20]1.C(O[BH-](OC(=O)C)OC(=O)C)(=O)C.[Na+].CC(O)=O.C([O-])(O)=O.[Na+]. The catalyst is ClCCCl. The product is [CH2:1]([N:3]1[C:15]2[CH:14]=[CH:13][C:12]([CH2:16][N:19]3[CH2:20][CH2:21][CH:22]([C:25]4[CH:26]=[C:27]([N:31]5[CH2:35][CH2:34][CH2:33][C:32]5=[O:36])[CH:28]=[CH:29][CH:30]=4)[CH2:23][CH2:24]3)=[CH:11][C:10]=2[C:9]2[C:4]1=[CH:5][CH:6]=[CH:7][CH:8]=2)[CH3:2]. The yield is 0.0943.